The task is: Predict the product of the given reaction.. This data is from Forward reaction prediction with 1.9M reactions from USPTO patents (1976-2016). (1) Given the reactants [CH3:1][O:2][C:3](=[O:25])[C:4]1[CH:9]=[C:8]([F:10])[C:7]([C:11]#[N:12])=[N:6][C:5]=1[NH:13][C:14]1[CH:19]=[CH:18][C:17]([Si:20]([CH3:23])([CH3:22])[CH3:21])=[CH:16][C:15]=1[F:24].[BH4-].[Na+], predict the reaction product. The product is: [CH3:1][O:2][C:3](=[O:25])[C:4]1[CH:9]=[C:8]([F:10])[C:7]([CH2:11][NH2:12])=[N:6][C:5]=1[NH:13][C:14]1[CH:19]=[CH:18][C:17]([Si:20]([CH3:22])([CH3:21])[CH3:23])=[CH:16][C:15]=1[F:24]. (2) Given the reactants I[C:2]1[CH:8]=[CH:7][CH:6]=[CH:5][C:3]=1[NH2:4].[CH3:9][C:10]1[CH:11]=[C:12](B(O)O)[CH:13]=[CH:14][CH:15]=1.ClCCl.[OH-].[Na+], predict the reaction product. The product is: [CH3:9][C:10]1[CH:15]=[C:14]([C:2]2[CH:8]=[CH:7][CH:6]=[CH:5][C:3]=2[NH2:4])[CH:13]=[CH:12][CH:11]=1.[C:2]1([C:10]2[CH:11]=[CH:12][CH:13]=[CH:14][CH:15]=2)[C:3]([NH2:4])=[CH:5][CH:6]=[CH:7][CH:8]=1. (3) Given the reactants C(OC([N:8]1[CH2:13][CH2:12][N:11]([C:14]([O:16][CH2:17][CH2:18][CH2:19][CH3:20])=[O:15])[CH2:10][CH2:9]1)=O)(C)(C)C.C(O)(C(F)(F)F)=O, predict the reaction product. The product is: [CH2:17]([O:16][C:14]([N:11]1[CH2:12][CH2:13][NH:8][CH2:9][CH2:10]1)=[O:15])[CH2:18][CH2:19][CH3:20]. (4) Given the reactants [N+:1]([C:4]1[CH:5]=[C:6]([S:10]([O-:12])=[O:11])[CH:7]=[CH:8][CH:9]=1)([O-:3])=[O:2].[Na+].Br[C:15]1[CH:23]=[CH:22][C:21]2[N:20]([CH3:24])[C:19]3[CH2:25][CH:26]4[NH:30][CH:29]([C:18]=3[C:17]=2[C:16]=1[C:31]([O:33][C:34]([CH3:37])([CH3:36])[CH3:35])=[O:32])[CH2:28][CH2:27]4, predict the reaction product. The product is: [N+:1]([C:4]1[CH:5]=[C:6]([S:10]([C:15]2[CH:23]=[CH:22][C:21]3[N:20]([CH3:24])[C:19]4[CH2:25][CH:26]5[NH:30][CH:29]([C:18]=4[C:17]=3[C:16]=2[C:31]([O:33][C:34]([CH3:37])([CH3:36])[CH3:35])=[O:32])[CH2:28][CH2:27]5)(=[O:12])=[O:11])[CH:7]=[CH:8][CH:9]=1)([O-:3])=[O:2]. (5) Given the reactants [C:1]([O:4][CH2:5][C:6]1[C:11](B2OC(C)(C)C(C)(C)O2)=[CH:10][CH:9]=[CH:8][C:7]=1[N:21]1[N:30]=[CH:29][C:28]2[C:23](=[C:24]([F:35])[CH:25]=[C:26]([C:31]([CH3:34])([CH3:33])[CH3:32])[CH:27]=2)[C:22]1=[O:36])(=[O:3])[CH3:2].Cl[C:38]1[CH:39]=[C:40]2[C:45](=[C:46]([NH:48][C:49]3[N:54]=[CH:53][C:52]([C:55]([N:57]4[CH2:62][CH2:61][O:60][CH2:59][CH2:58]4)=[O:56])=[CH:51][CH:50]=3)[CH:47]=1)[N:44]=[CH:43][CH:42]=[CH:41]2.CC(C1C=C(C(C)C)C(C2C=CC=CC=2P(C2CCCCC2)C2CCCCC2)=C(C(C)C)C=1)C.P([O-])([O-])([O-])=O.[K+].[K+].[K+], predict the reaction product. The product is: [C:31]([C:26]1[CH:27]=[C:28]2[C:23](=[C:24]([F:35])[CH:25]=1)[C:22](=[O:36])[N:21]([C:7]1[CH:8]=[CH:9][CH:10]=[C:11]([C:38]3[CH:39]=[C:40]4[C:45](=[C:46]([NH:48][C:49]5[CH:50]=[CH:51][C:52]([C:55]([N:57]6[CH2:58][CH2:59][O:60][CH2:61][CH2:62]6)=[O:56])=[CH:53][N:54]=5)[CH:47]=3)[N:44]=[CH:43][CH:42]=[CH:41]4)[C:6]=1[CH2:5][O:4][C:1](=[O:3])[CH3:2])[N:30]=[CH:29]2)([CH3:33])([CH3:32])[CH3:34].[C:31]([C:26]1[CH:27]=[C:28]2[C:23](=[C:24]([F:35])[CH:25]=1)[C:22](=[O:36])[N:21]([C:7]1[CH:8]=[CH:9][CH:10]=[C:11]([C:38]3[CH:39]=[C:40]4[C:45](=[C:46]([NH:48][C:49]5[CH:50]=[CH:51][C:52]([C:55]([N:57]6[CH2:58][CH2:59][O:60][CH2:61][CH2:62]6)=[O:56])=[CH:53][N:54]=5)[CH:47]=3)[N:44]=[CH:43][CH:42]=[CH:41]4)[C:6]=1[CH2:5][OH:4])[N:30]=[CH:29]2)([CH3:34])([CH3:33])[CH3:32]. (6) Given the reactants [F:1][C:2]1[CH:9]=[CH:8][C:5]([CH2:6][OH:7])=[CH:4][C:3]=1[N+:10]([O-])=O, predict the reaction product. The product is: [NH2:10][C:3]1[CH:4]=[C:5]([CH2:6][OH:7])[CH:8]=[CH:9][C:2]=1[F:1]. (7) Given the reactants F[C:2]1[CH:9]=[C:8]([C:10]([F:13])([F:12])[F:11])[CH:7]=[CH:6][C:3]=1[CH:4]=[O:5].[C:14]1([OH:20])[CH:19]=[CH:18][CH:17]=[CH:16][CH:15]=1.C([O-])([O-])=O.[Cs+].[Cs+].O, predict the reaction product. The product is: [O:20]([C:2]1[CH:9]=[C:8]([C:10]([F:13])([F:12])[F:11])[CH:7]=[CH:6][C:3]=1[CH:4]=[O:5])[C:14]1[CH:19]=[CH:18][CH:17]=[CH:16][CH:15]=1. (8) Given the reactants [Cl:1][C:2]1[CH:10]=[CH:9][C:8]2[NH:7][CH:6]3[CH2:11][CH2:12][N:13]([CH3:15])[CH2:14][CH:5]3[C:4]=2[CH:3]=1.N1CCC[C@H]1C(O)=O.P([O-])([O-])([O-])=O.[K+].[K+].[K+].Br[CH:33]=[C:34]([C:36]1[CH:41]=[C:40]([F:42])[C:39]([F:43])=[CH:38][C:37]=1[Cl:44])[CH3:35], predict the reaction product. The product is: [Cl:1][C:2]1[CH:10]=[CH:9][C:8]2[N:7](/[CH:33]=[C:34](\[C:36]3[CH:41]=[C:40]([F:42])[C:39]([F:43])=[CH:38][C:37]=3[Cl:44])/[CH3:35])[C:6]3[CH2:11][CH2:12][N:13]([CH3:15])[CH2:14][C:5]=3[C:4]=2[CH:3]=1. (9) Given the reactants [CH3:1][C@@:2]12[C:18](=[O:19])[CH2:17][CH2:16][C@H:15]1[CH2:14][C@@H:13]1[C@H:4]([CH2:5][CH2:6][C@H:7]3[C@@:12]1([CH3:20])[CH2:11][CH2:10][C@H:9]([O:21][CH2:22][O:23][CH3:24])[CH2:8]3)[CH2:3]2.C[Si]([N-][Si](C)(C)C)(C)C.[K+].C1C=CC(N([S:42]([C:45]([F:48])([F:47])[F:46])(=[O:44])=[O:43])[S:42]([C:45]([F:48])([F:47])[F:46])(=[O:44])=[O:43])=CC=1.O, predict the reaction product. The product is: [CH3:1][C@@:2]12[C:18]([O:19][S:42]([C:45]([F:48])([F:47])[F:46])(=[O:44])=[O:43])=[CH:17][CH2:16][C@H:15]1[CH2:14][C@@H:13]1[C@H:4]([CH2:5][CH2:6][C@H:7]3[C@@:12]1([CH3:20])[CH2:11][CH2:10][C@H:9]([O:21][CH2:22][O:23][CH3:24])[CH2:8]3)[CH2:3]2.